Dataset: Forward reaction prediction with 1.9M reactions from USPTO patents (1976-2016). Task: Predict the product of the given reaction. Given the reactants [Cl-].[Al+3].[Cl-].[Cl-].[C:5]([O:8][C:9]1[CH:14]=[CH:13][C:12]([C:15]2[CH:20]=[CH:19][CH:18]=[CH:17][CH:16]=2)=[CH:11][C:10]=1[CH2:21][CH2:22][CH3:23])(=[O:7])[CH3:6].[F:24][C:25]1[CH:38]=[CH:37][CH:36]=[C:35]([F:39])[C:26]=1[C:27]([NH:29][CH:30](OC)[CH2:31][Cl:32])=[O:28], predict the reaction product. The product is: [F:24][C:25]1[CH:38]=[CH:37][CH:36]=[C:35]([F:39])[C:26]=1[C:27]([NH:29][CH:30]([C:18]1[CH:19]=[CH:20][C:15]([C:12]2[CH:13]=[CH:14][C:9]([O:8][C:5](=[O:7])[CH3:6])=[C:10]([CH2:21][CH2:22][CH3:23])[CH:11]=2)=[CH:16][CH:17]=1)[CH2:31][Cl:32])=[O:28].